From a dataset of Reaction yield outcomes from USPTO patents with 853,638 reactions. Predict the reaction yield, written as a fraction of the theoretical maximum amount of product (1.0 means a 100% yield; for example, 0.34 means a 34% yield). (1) The reactants are [F:1][C:2]1[C:12]2[C:11](=[O:13])[CH2:10][CH2:9][CH2:8][CH2:7][C:6]=2[CH:5]=[C:4]([N:14]2[CH2:18][C@H:17]([CH2:19][NH:20][C:21](=[O:23])[CH3:22])[O:16][C:15]2=[O:24])[CH:3]=1.[BH4-].[Na+]. The product is [F:1][C:2]1[C:12]2[CH:11]([OH:13])[CH2:10][CH2:9][CH2:8][CH2:7][C:6]=2[CH:5]=[C:4]([N:14]2[CH2:18][C@H:17]([CH2:19][NH:20][C:21](=[O:23])[CH3:22])[O:16][C:15]2=[O:24])[CH:3]=1. The catalyst is CO. The yield is 0.780. (2) The reactants are [CH3:1][C:2]1([CH3:34])[O:6][C@H:5]2[C@H:7]([NH:12][C:13]3[N:18]4[N:19]=[C:20]([C:22]5[CH:27]=[CH:26][CH:25]=[C:24]([C:28]#[C:29][Si](C)(C)C)[CH:23]=5)[CH:21]=[C:17]4[N:16]=[CH:15][CH:14]=3)[CH2:8][C@H:9]([CH2:10][OH:11])[C@H:4]2[O:3]1.C1(C#C[Si](C)(C)C)C=CC=CC=1.CO.C(=O)([O-])[O-].[K+].[K+].[Cl-].[NH4+]. The product is [C:28]([C:24]1[CH:23]=[C:22]([C:20]2[CH:21]=[C:17]3[N:16]=[CH:15][CH:14]=[C:13]([NH:12][C@H:7]4[C@@H:5]5[O:6][C:2]([CH3:34])([CH3:1])[O:3][C@@H:4]5[C@@H:9]([CH2:10][OH:11])[CH2:8]4)[N:18]3[N:19]=2)[CH:27]=[CH:26][CH:25]=1)#[CH:29]. No catalyst specified. The yield is 0.810.